From a dataset of Full USPTO retrosynthesis dataset with 1.9M reactions from patents (1976-2016). Predict the reactants needed to synthesize the given product. (1) Given the product [CH2:80]([NH:82][C:10](=[O:11])[CH:9]([NH:13][C:14]([C:16]1[CH:20]=[C:19]([C:21]2[CH:26]=[C:25]([O:27][C:28]3[CH:33]=[C:32]([C:34]([NH:36][C:37]4[CH:42]=[C:41]([CH3:43])[CH:40]=[CH:39][C:38]=4[F:44])=[O:35])[CH:31]=[CH:30][C:29]=3[F:45])[CH:24]=[CH:23][N:22]=2)[NH:18][CH:17]=1)=[O:15])[CH2:8][CH2:7][C:6]([O:5][C:1]([CH3:4])([CH3:3])[CH3:2])=[O:46])[CH3:81], predict the reactants needed to synthesize it. The reactants are: [C:1]([O:5][C:6](=[O:46])[CH2:7][CH2:8][CH:9]([NH:13][C:14]([C:16]1[CH:20]=[C:19]([C:21]2[CH:26]=[C:25]([O:27][C:28]3[CH:33]=[C:32]([C:34]([NH:36][C:37]4[CH:42]=[C:41]([CH3:43])[CH:40]=[CH:39][C:38]=4[F:44])=[O:35])[CH:31]=[CH:30][C:29]=3[F:45])[CH:24]=[CH:23][N:22]=2)[NH:18][CH:17]=1)=[O:15])[C:10](O)=[O:11])([CH3:4])([CH3:3])[CH3:2].CN(C(ON1N=NC2C=CC=NC1=2)=[N+](C)C)C.F[P-](F)(F)(F)(F)F.C(N(CC)C(C)C)(C)C.[CH2:80]([NH2:82])[CH3:81].Cl. (2) Given the product [CH3:13][N:11]1[CH:12]=[C:8]([C:5]2[CH:6]=[CH:7][C:2]([B:14]3[O:18][C:17]([CH3:20])([CH3:19])[C:16]([CH3:22])([CH3:21])[O:15]3)=[CH:3][CH:4]=2)[CH:9]=[N:10]1, predict the reactants needed to synthesize it. The reactants are: Cl[C:2]1[CH:7]=[CH:6][C:5]([C:8]2[CH:9]=[N:10][N:11]([CH3:13])[CH:12]=2)=[CH:4][CH:3]=1.[B:14]1([B:14]2[O:18][C:17]([CH3:20])([CH3:19])[C:16]([CH3:22])([CH3:21])[O:15]2)[O:18][C:17]([CH3:20])([CH3:19])[C:16]([CH3:22])([CH3:21])[O:15]1.C([O-])(=O)C.[K+]. (3) Given the product [ClH:17].[F:1][C:2]1[CH:3]=[C:4]([CH:14]=[CH:15][CH:16]=1)[CH2:5][O:6][C:7]1[CH:13]=[CH:12][C:10]([NH:11][C:20]2[N:19]=[CH:18][C:27]3[C:22](=[CH:23][CH:24]=[C:25]([C:28]4[O:29][C:30]([CH3:33])=[N:31][N:32]=4)[CH:26]=3)[N:21]=2)=[CH:9][CH:8]=1, predict the reactants needed to synthesize it. The reactants are: [F:1][C:2]1[CH:3]=[C:4]([CH:14]=[CH:15][CH:16]=1)[CH2:5][O:6][C:7]1[CH:13]=[CH:12][C:10]([NH2:11])=[CH:9][CH:8]=1.[Cl:17][C:18]1[C:27]2[C:22](=[CH:23][CH:24]=[C:25]([C:28]3[O:29][C:30]([CH3:33])=[N:31][N:32]=3)[CH:26]=2)[N:21]=[CH:20][N:19]=1.